This data is from Reaction yield outcomes from USPTO patents with 853,638 reactions. The task is: Predict the reaction yield, written as a fraction of the theoretical maximum amount of product (1.0 means a 100% yield; for example, 0.34 means a 34% yield). (1) The reactants are Br[C:2]1[CH:7]=[CH:6][N:5]=[C:4]([C:8]([O:11][Si:12]([C:15]([CH3:18])([CH3:17])[CH3:16])([CH3:14])[CH3:13])([CH3:10])[CH3:9])[CH:3]=1.[B:19]1([B:19]2[O:23][C:22]([CH3:25])([CH3:24])[C:21]([CH3:27])([CH3:26])[O:20]2)[O:23][C:22]([CH3:25])([CH3:24])[C:21]([CH3:27])([CH3:26])[O:20]1.C([O-])(=O)C.[K+]. The catalyst is C1C=CC(P(C2C=CC=CC=2)[C-]2C=CC=C2)=CC=1.C1C=CC(P(C2C=CC=CC=2)[C-]2C=CC=C2)=CC=1.Cl[Pd]Cl.[Fe+2]. The product is [Si:12]([O:11][C:8]([C:4]1[CH:3]=[C:2]([B:19]2[O:23][C:22]([CH3:25])([CH3:24])[C:21]([CH3:27])([CH3:26])[O:20]2)[CH:7]=[CH:6][N:5]=1)([CH3:10])[CH3:9])([C:15]([CH3:18])([CH3:17])[CH3:16])([CH3:14])[CH3:13]. The yield is 0.900. (2) The reactants are CS(C)=O.ClCCl.C(Cl)(=O)C(Cl)=O.[CH3:14][O:15][N:16]=[C:17]1[C:25]2[C:20](=[CH:21][C:22]([CH:26]([OH:35])[CH:27]([OH:34])[C:28]3[CH:33]=[CH:32][N:31]=[CH:30][CH:29]=3)=[CH:23][CH:24]=2)[CH2:19][CH2:18]1. The catalyst is ClCCl.CS(C)=O.C(N(CC)CC)C. The product is [CH3:14][O:15][N:16]=[C:17]1[C:25]2[C:20](=[CH:21][C:22]([C:26](=[O:35])[C:27]([C:28]3[CH:33]=[CH:32][N:31]=[CH:30][CH:29]=3)=[O:34])=[CH:23][CH:24]=2)[CH2:19][CH2:18]1. The yield is 0.940. (3) The reactants are [CH3:1][O:2][C:3]1[CH:4]=[C:5]2[C:10](=[CH:11][C:12]=1[O:13][CH3:14])[N:9]=[CH:8][CH:7]=[C:6]2[O:15][C:16]1[CH:22]=[CH:21][C:19]([NH2:20])=[CH:18][C:17]=1[F:23].C(N(CC)CC)C.ClC(Cl)(O[C:35](=[O:41])OC(Cl)(Cl)Cl)Cl.[CH2:43]([N:50]1[CH2:55][CH2:54][CH:53]([NH2:56])[CH2:52][CH2:51]1)[C:44]1[CH:49]=[CH:48][CH:47]=[CH:46][CH:45]=1. The catalyst is C(Cl)(Cl)Cl.O. The product is [CH2:43]([N:50]1[CH2:55][CH2:54][CH:53]([NH:56][C:35]([NH:20][C:19]2[CH:21]=[CH:22][C:16]([O:15][C:6]3[C:5]4[C:10](=[CH:11][C:12]([O:13][CH3:14])=[C:3]([O:2][CH3:1])[CH:4]=4)[N:9]=[CH:8][CH:7]=3)=[C:17]([F:23])[CH:18]=2)=[O:41])[CH2:52][CH2:51]1)[C:44]1[CH:45]=[CH:46][CH:47]=[CH:48][CH:49]=1. The yield is 0.280. (4) The yield is 0.680. The reactants are Br[C:2]1[C:22]([F:23])=[CH:21][C:5]2[O:6][C:7]([C:15]3[CH:20]=[CH:19][CH:18]=[CH:17][CH:16]=3)([C:9]3[CH:14]=[CH:13][CH:12]=[CH:11][CH:10]=3)[O:8][C:4]=2[CH:3]=1.C([Li])CCC.[N:29]1([C:35](Cl)=[O:36])[CH2:34][CH2:33][O:32][CH2:31][CH2:30]1.C(=O)(O)[O-].[Na+]. The catalyst is C(OCC)C. The product is [F:23][C:22]1[C:2]([C:35]([N:29]2[CH2:34][CH2:33][O:32][CH2:31][CH2:30]2)=[O:36])=[CH:3][C:4]2[O:8][C:7]([C:15]3[CH:20]=[CH:19][CH:18]=[CH:17][CH:16]=3)([C:9]3[CH:14]=[CH:13][CH:12]=[CH:11][CH:10]=3)[O:6][C:5]=2[CH:21]=1. (5) The reactants are [O:1]1[CH2:6][CH2:5][CH:4]([NH:7][C:8]2[N:9]=[CH:10][C:11]3[CH2:17][CH2:16][C@H:15]([C:18]([O:20]CC)=[O:19])[O:14][C:12]=3[N:13]=2)[CH2:3][CH2:2]1.O[Li].O.Cl.O1CCOCC1. The catalyst is O.C1COCC1. The product is [O:1]1[CH2:6][CH2:5][CH:4]([NH:7][C:8]2[N:9]=[CH:10][C:11]3[CH2:17][CH2:16][C@H:15]([C:18]([OH:20])=[O:19])[O:14][C:12]=3[N:13]=2)[CH2:3][CH2:2]1. The yield is 0.950. (6) The reactants are [CH3:1][O:2][CH2:3][CH2:4][O:5][C:6]1[CH:7]=[C:8]2[C:12](=[C:13]([N:15]([CH3:25])[S:16]([C:19]3[CH:24]=[CH:23][CH:22]=[CH:21][N:20]=3)(=[O:18])=[O:17])[CH:14]=1)[NH:11][C:10]([C:26](O)=[O:27])=[CH:9]2.N1(O)C2C=CC=CC=2N=N1.[CH2:39]([S:46][C:47]([CH3:55])([CH:50]([O:53][CH3:54])[O:51][CH3:52])[CH2:48][NH2:49])[C:40]1[CH:45]=[CH:44][CH:43]=[CH:42][CH:41]=1.Cl.CN(C)CCCN=C=NCC. The catalyst is CN(C)C=O. The product is [CH2:39]([S:46][C:47]([CH3:55])([CH:50]([O:51][CH3:52])[O:53][CH3:54])[CH2:48][NH:49][C:26]([C:10]1[NH:11][C:12]2[C:8]([CH:9]=1)=[CH:7][C:6]([O:5][CH2:4][CH2:3][O:2][CH3:1])=[CH:14][C:13]=2[N:15]([CH3:25])[S:16]([C:19]1[CH:24]=[CH:23][CH:22]=[CH:21][N:20]=1)(=[O:18])=[O:17])=[O:27])[C:40]1[CH:45]=[CH:44][CH:43]=[CH:42][CH:41]=1. The yield is 0.760. (7) The reactants are [C:1]1([C:7]2[CH:8]=[N:9][N:10]([CH2:12][CH2:13][CH2:14][C:15]([OH:17])=O)[CH:11]=2)[CH:6]=[CH:5][CH:4]=[CH:3][CH:2]=1.[CH2:18]([N:23]1[C:31]2[N:30]=[CH:29][NH:28][C:27]=2[C:26](=[O:32])[NH:25]/[C:24]/1=[N:33]\[NH2:34])[CH2:19][CH2:20][CH2:21][CH3:22].F[P-](F)(F)(F)(F)F.N1(O[P+](N(C)C)(N(C)C)N(C)C)C2C=CC=CC=2N=N1.C(N(CC)CC)C. The catalyst is CN(C=O)C.CCOC(C)=O. The product is [O:32]=[C:26]1[NH:25]/[C:24](=[N:33]\[NH:34][C:15](=[O:17])[CH2:14][CH2:13][CH2:12][N:10]2[CH:11]=[C:7]([C:1]3[CH:2]=[CH:3][CH:4]=[CH:5][CH:6]=3)[CH:8]=[N:9]2)/[N:23]([CH2:18][CH2:19][CH2:20][CH2:21][CH3:22])[C:31]2[N:30]=[CH:29][NH:28][C:27]1=2. The yield is 0.997. (8) The reactants are [CH:1]1([C:4]2[O:5][C:6]([C:9]3[CH:10]=[C:11]4[C:15](=[CH:16][CH:17]=3)[N:14]([S:18]([C:21]3[CH:27]=[CH:26][C:24]([CH3:25])=[CH:23][CH:22]=3)(=[O:20])=[O:19])[CH:13]=[C:12]4B3OC(C)(C)C(C)(C)O3)=[N:7][N:8]=2)[CH2:3][CH2:2]1.Br[C:38]1[CH:43]=[N:42][CH:41]=[C:40]([CH:44]2[CH2:46][CH2:45]2)[N:39]=1.P([O-])([O-])([O-])=O.[K+].[K+].[K+]. The catalyst is O1CCOCC1.O.C1C=CC(/C=C/C(/C=C/C2C=CC=CC=2)=O)=CC=1.C1C=CC(/C=C/C(/C=C/C2C=CC=CC=2)=O)=CC=1.C1C=CC(/C=C/C(/C=C/C2C=CC=CC=2)=O)=CC=1.[Pd].[Pd].C1(P(C2CCCCC2)C2C=CC=CC=2C2C(C(C)C)=CC(C(C)C)=CC=2C(C)C)CCCCC1. The product is [CH:1]1([C:4]2[O:5][C:6]([C:9]3[CH:10]=[C:11]4[C:15](=[CH:16][CH:17]=3)[N:14]([S:18]([C:21]3[CH:27]=[CH:26][C:24]([CH3:25])=[CH:23][CH:22]=3)(=[O:20])=[O:19])[CH:13]=[C:12]4[C:38]3[CH:43]=[N:42][CH:41]=[C:40]([CH:44]4[CH2:46][CH2:45]4)[N:39]=3)=[N:7][N:8]=2)[CH2:3][CH2:2]1. The yield is 0.780.